Dataset: Full USPTO retrosynthesis dataset with 1.9M reactions from patents (1976-2016). Task: Predict the reactants needed to synthesize the given product. (1) Given the product [CH:28]1([NH:31][C:20]2[N:19]=[C:18]([C:17]3[N:11]4[CH:12]=[CH:13][N:14]=[C:15]([CH3:16])[C:10]4=[N:9][C:8]=3[C:5]3[CH:6]=[CH:7][C:2]([F:1])=[CH:3][CH:4]=3)[CH:23]=[CH:22][N:21]=2)[CH2:30][CH2:29]1, predict the reactants needed to synthesize it. The reactants are: [F:1][C:2]1[CH:7]=[CH:6][C:5]([C:8]2[N:9]=[C:10]3[C:15]([CH3:16])=[N:14][CH:13]=[CH:12][N:11]3[C:17]=2[C:18]2[CH:23]=[CH:22][N:21]=[C:20](S(C)(=O)=O)[N:19]=2)=[CH:4][CH:3]=1.[CH:28]1([NH2:31])[CH2:30][CH2:29]1. (2) Given the product [CH:1]1([C:7]2[CH:28]=[CH:27][C:10]([O:11][CH2:12][C@H:13]3[O:26][C:16]4=[N:17][C:18](=[O:25])[CH:19]=[C:20]([CH2:21][S:22]([CH2:23][CH3:24])(=[O:34])=[O:33])[N:15]4[CH2:14]3)=[CH:9][CH:8]=2)[CH2:2][CH2:3][CH2:4][CH2:5][CH2:6]1, predict the reactants needed to synthesize it. The reactants are: [CH:1]1([C:7]2[CH:28]=[CH:27][C:10]([O:11][CH2:12][CH:13]3[O:26][C:16]4=[N:17][C:18](=[O:25])[CH:19]=[C:20]([CH2:21][S:22][CH2:23][CH3:24])[N:15]4[CH2:14]3)=[CH:9][CH:8]=2)[CH2:6][CH2:5][CH2:4][CH2:3][CH2:2]1.B1([O-])OO1.[OH2:33].[OH2:34].O.O.[Na+].[OH-].[Na+].C(=O)([O-])[O-].[Na+].[Na+]. (3) Given the product [C:31]([O:30][C:28]([N:35]1[CH2:40][CH2:39][N:38]([CH2:16][C@@H:13]2[O:12][C:8]3=[C:9]4[C:4](=[CH:5][CH:6]=[C:7]3[O:15][CH2:14]2)[N:3]=[C:2]([CH3:1])[CH:11]=[CH:10]4)[CH2:37][CH2:36]1)=[O:29])([CH3:34])([CH3:32])[CH3:33], predict the reactants needed to synthesize it. The reactants are: [CH3:1][C:2]1[CH:11]=[CH:10][C:9]2[C:4](=[CH:5][CH:6]=[C:7]3[O:15][CH2:14][C@H:13]([CH2:16]OS(C4C=CC(Br)=CC=4)(=O)=O)[O:12][C:8]3=2)[N:3]=1.[C:28]([N:35]1[CH2:40][CH2:39][NH:38][CH2:37][CH2:36]1)([O:30][C:31]([CH3:34])([CH3:33])[CH3:32])=[O:29].C(=O)(O)[O-].[Na+]. (4) Given the product [Br:23][C:20]1[CH:21]=[CH:22][C:17]([N:6]2[C:7]3[CH:8]=[CH:9][C:10]([CH3:13])=[CH:11][C:12]=3[C:4]3[CH2:3][N:2]([CH3:1])[CH2:15][CH2:14][C:5]2=3)=[N:18][CH:19]=1, predict the reactants needed to synthesize it. The reactants are: [CH3:1][N:2]1[CH2:15][CH2:14][C:5]2[NH:6][C:7]3[CH:8]=[CH:9][C:10]([CH3:13])=[CH:11][C:12]=3[C:4]=2[CH2:3]1.Br[C:17]1[CH:22]=[CH:21][C:20]([Br:23])=[CH:19][N:18]=1.[O-]P([O-])([O-])=O.[K+].[K+].[K+].N1CCC[C@H]1C(O)=O. (5) Given the product [ClH:28].[NH:18]1[CH2:19][CH2:13][CH2:12][C:11]2([C:2]3[C:3](=[CH:4][CH:5]=[CH:6][CH:7]=3)[NH:8][C:9](=[O:17])[CH2:10]2)[CH2:16]1, predict the reactants needed to synthesize it. The reactants are: I[C:2]1[CH:7]=[CH:6][CH:5]=[CH:4][C:3]=1[NH:8][C:9](=[O:17])[CH2:10][C:11]1[CH:16]=CN=[CH:13][CH:12]=1.[N:18]1C=CC=C(CC(O)=O)[CH:19]=1.[Cl:28]C(OCC(C)C)=O.IC1C=CC=CC=1N.